This data is from Full USPTO retrosynthesis dataset with 1.9M reactions from patents (1976-2016). The task is: Predict the reactants needed to synthesize the given product. Given the product [CH3:1][N:2]([CH3:26])[CH2:3][CH2:4][NH:5][CH2:6][C:7]1[CH:8]=[C:9]([C:13]2[O:14][C:15]3[C:21]([C:22]([NH2:28])=[O:23])=[CH:20][CH:19]=[CH:18][C:16]=3[N:17]=2)[CH:10]=[CH:11][CH:12]=1, predict the reactants needed to synthesize it. The reactants are: [CH3:1][N:2]([CH3:26])[CH2:3][CH2:4][NH:5][CH2:6][C:7]1[CH:8]=[C:9]([C:13]2[O:14][C:15]3[C:21]([C:22](OC)=[O:23])=[CH:20][CH:19]=[CH:18][C:16]=3[N:17]=2)[CH:10]=[CH:11][CH:12]=1.O.[NH4+:28].